From a dataset of Peptide-MHC class II binding affinity with 134,281 pairs from IEDB. Regression. Given a peptide amino acid sequence and an MHC pseudo amino acid sequence, predict their binding affinity value. This is MHC class II binding data. (1) The peptide sequence is KTLNDETKKQVNLMG. The MHC is DRB5_0101 with pseudo-sequence DRB5_0101. The binding affinity (normalized) is 0.275. (2) The MHC is HLA-DQA10301-DQB10302 with pseudo-sequence HLA-DQA10301-DQB10302. The peptide sequence is RSLWIIFSKNLNIKL. The binding affinity (normalized) is 0. (3) The peptide sequence is ILVGDNSFVSAISQT. The MHC is DRB1_0301 with pseudo-sequence DRB1_0301. The binding affinity (normalized) is 0.851. (4) The peptide sequence is NTSYRLISCNTSVI. The MHC is DRB1_0301 with pseudo-sequence DRB1_0301. The binding affinity (normalized) is 0.118. (5) The peptide sequence is GIVEQCCTSICSLYQ. The MHC is DRB1_0901 with pseudo-sequence DRB1_0901. The binding affinity (normalized) is 0.119. (6) The peptide sequence is AFKVAATAAQAAPAN. The MHC is DRB1_0901 with pseudo-sequence DRB1_0901. The binding affinity (normalized) is 0.747. (7) The peptide sequence is NFGSQRFSKIASNTQS. The MHC is DRB1_0402 with pseudo-sequence DRB1_0402. The binding affinity (normalized) is 0.362. (8) The peptide sequence is EKKYFAATQFEPLDA. The MHC is HLA-DQA10501-DQB10201 with pseudo-sequence HLA-DQA10501-DQB10201. The binding affinity (normalized) is 0.581. (9) The binding affinity (normalized) is 0.362. The peptide sequence is EKIEENGSMRVFVDVI. The MHC is DRB1_0802 with pseudo-sequence DRB1_0802. (10) The peptide sequence is ALFHEVAKLDVVKLL. The MHC is DRB3_0101 with pseudo-sequence DRB3_0101. The binding affinity (normalized) is 0.368.